This data is from Peptide-MHC class I binding affinity with 185,985 pairs from IEDB/IMGT. The task is: Regression. Given a peptide amino acid sequence and an MHC pseudo amino acid sequence, predict their binding affinity value. This is MHC class I binding data. (1) The peptide sequence is CSRMLDTSEK. The MHC is HLA-A11:01 with pseudo-sequence HLA-A11:01. The binding affinity (normalized) is 0.318. (2) The peptide sequence is SENDRLRLL. The MHC is HLA-B51:01 with pseudo-sequence HLA-B51:01. The binding affinity (normalized) is 0.213. (3) The peptide sequence is TPRRGTGTTG. The MHC is HLA-B07:02 with pseudo-sequence HLA-B07:02. The binding affinity (normalized) is 0.890. (4) The peptide sequence is FLMGFNRDV. The MHC is HLA-A02:11 with pseudo-sequence HLA-A02:11. The binding affinity (normalized) is 1.00. (5) The peptide sequence is SVRDRLARL. The MHC is HLA-A31:01 with pseudo-sequence HLA-A31:01. The binding affinity (normalized) is 0.263.